From a dataset of Experimentally validated miRNA-target interactions with 360,000+ pairs, plus equal number of negative samples. Binary Classification. Given a miRNA mature sequence and a target amino acid sequence, predict their likelihood of interaction. (1) The miRNA is hsa-miR-4661-5p with sequence AACUAGCUCUGUGGAUCCUGAC. The protein sequence of the target gene is MHPSNPKVRSSPSGNTQSSPKSKQEVMVRPPTVMSPSGNPQLDSKFSNQGKPGGSASQSQPSPCDSKSGGHTPKALPGPGGSMGLKNGAGNGAKGKGKRERSISADSFDQRDPGTPNDDSDIKECNSADHIKSQESQHTPHSMTPSTATAPRSSTPSHGQTPAPEPISAQKTPAKVVYVFSTEMANKAAEAVLKGQVETIVSFHIQNISNSKSERSTAPLNTQIPTLRNDPKPLPQQPPAPANQDQNSSQNARLQPTPPIQAPAPKPTAAPRPLDRESPGVENKLIPPVGSPGSSTPLPP.... Result: 0 (no interaction). (2) The miRNA is hsa-miR-486-5p with sequence UCCUGUACUGAGCUGCCCCGAG. The protein sequence of the target gene is MVPEVRVLSSLLGLALLWFPLDSHARARPDMFCLFHGKRYSPGESWHPYLEPQGLMYCLRCTCSEGAHVSCYRLHCPPVHCPQPVTEPQQCCPKCVEPHTPSGLRAPPKSCQHNGTMYQHGEIFSAHELFPSRLPNQCVLCSCTEGQIYCGLTTCPEPGCPAPLPLPDSCCQACKDEASEQSDEEDSVQSLHGVRHPQDPCSSDAGRKRGPGTPAPTGLSAPLSFIPRHFRPKGAGSTTVKIVLKEKHKKACVHGGKTYSHGEVWHPAFRAFGPLPCILCTCEDGRQDCQRVTCPTEYPC.... Result: 0 (no interaction). (3) The miRNA is hsa-miR-6719-3p with sequence UCUGACAUCAGUGAUUCUCCUG. The protein sequence of the target gene is MLLSLVLHTYSMRYLLPSVLLLGSAPTYLLAWTLWRVLSALMPARLYQRVDDRLYCVYQNMVLFFFENYTGVQILLYGDLPKNKENVIYLANHQSTVDWIVADMLAARQDALGHVRYVLKDKLKWLPLYGFYFAQHGGIYVKRSAKFNDKEMRSKLQSYVNAGTPMYLVIFPEGTRYNATYTKLLSASQAFAAQRGLAVLKHVLTPRIKATHVAFDSMKSHLDAIYDVTVVYEGNEKGSGKYSNPPSMTEFLCKQCPKLHIHFDRIDRNEVPEEQEHMKKWLHERFEIKDRLLIEFYDSP.... Result: 0 (no interaction). (4) Result: 1 (interaction). The miRNA is mmu-miR-136-5p with sequence ACUCCAUUUGUUUUGAUGAUGG. The protein sequence of the target gene is MSLHFLYYCSEPTLDVKIAFCQGFDKHVDVSSIAKHYNMSKSKVDNQFYSVEVGDSTFTVLKRYQNLKPIGSGAQGIVCAAYDAVLDRNVAIKKLSRPFQNQTHAKRAYRELVLMKCVNHKNIISLLNVFTPQKTLEEFQDVYLVMELMDANLCQVIQMELDHERMSYLLYQMLCGIKHLHSAGIIHRDLKPSNIVVKSDCTLKILDFGLARTAGTSFMMTPYVVTRYYRAPEVILGMGYKENVDIWSVGCIMGEMVRHKILFPGRSYIDQWNKVIEQLGTPCPEFMKKLQPTVRNYVEN.... (5) The miRNA is hsa-miR-6796-3p with sequence GAAGCUCUCCCCUCCCCGCAG. The protein sequence of the target gene is MSGFFTSLDPRRVQWGAAWYAMHSRILRTKPVESMLEGTGTTTAHGTKLAQVLTTVDLISLGVGSCVGTGMYVVSGLVAKEMAGPGVIVSFIIAAVASILSGVCYAEFGVRVPKTTGSAYTYSYVTVGEFVAFFIGWNLILEYLIGTAAGASALSSMFDSLANHTISRWMADSVGTLNGLGKGEESYPDLLALLIAVIVTIIVALGVKNSIGFNNVLNVLNLAVWVFIMIAGLFFINGKYWAEGQFLPHGWSGVLQGAATCFYAFIGFDIIATTGEEAKNPNTSIPYAITASLVICLTAY.... Result: 1 (interaction). (6) The miRNA is hsa-miR-4726-5p with sequence AGGGCCAGAGGAGCCUGGAGUGG. The protein sequence of the target gene is MDLQAAGAQAQGAAEPSRGPPLPSARGAPPSPEAGFATADHSSQERETEKAMDRLARGTQSIPNDSPARGEGTHSEEEGFAMDEEDSDGELNTWELSEGTNCPPKEQPGDLFNEDWDSELKADQGNPYDADDIQESISQELKPWVCCAPQGDMIYDPSWHHPPPLIPYYSKMVFETGQFDDAED. Result: 0 (no interaction). (7) The miRNA is hsa-miR-4636 with sequence AACUCGUGUUCAAAGCCUUUAG. The protein sequence of the target gene is MAEPPSPVHCVAAAAPTATVSEKEPFGKLQLSSRDPPGSLSAKKVRTEEKKAPRRVNGEGGSGGNSRQLQPPAAPSPQSYGSPASWSFAPLSAAPSPSSSRSSFSFSAGTAVPSSASASLSQPVPRKLLVPPTLLHAQPHHLLLPAAAAAASANAKSRRPKEKREKERRRHGLGGAREAGGASREENGEVKPLPRDKIKDKIKERDKEKEREKKKHKVMNEIKKENGEVKILLKSGKEKPKTNIEDLQIKKVKKKKKKKHKENEKRKRPKMYSKSIQTICSGLLTDVEDQAAKGILNDNI.... Result: 0 (no interaction). (8) The miRNA is mmu-miR-1a-3p with sequence UGGAAUGUAAAGAAGUAUGUAU. The protein sequence of the target gene is MLVTRGDRGGGERAPSRRPRCGLVPAGAAALLAGASCLCYGRSLRGEFVHDDVWAIVNNPDVRPGTPLRWAIFANDFWGKGLADSTSHKSYRPLCVLSFRLNIFLTGMNPFYFHAVNVILHCLVTLVLMYTCDKTVFKNRGLAFVTALLFAVHPVHTEAVAGIVGRADVLACLLFLLAFLSYQRSLDQGCAGQCFPTTASPFFLLLSLFLGTCAMLVKETGITVFGVCLVYDLFSPSHKQDKLSNGAVCQHSSGQPGSPQPSSQQAHPHRESRKQRFPHKDSWGGCHSPLPPEPKSSGFP.... Result: 0 (no interaction). (9) The miRNA is mmu-miR-150-5p with sequence UCUCCCAACCCUUGUACCAGUG. The protein sequence of the target gene is MRLALLCGLLLAGITATQGGLLNLNKMVTHMTGKKAFFSYWPYGCHCGLGGKGQPKDATDWCCQKHDCCYAHLKIDGCKSLTDNYKYSISQGTIQCSDNGSWCERQLCACDKEVALCLKQNLDSYNKRLRYYWRPRCKGKTPAC. Result: 1 (interaction). (10) The miRNA is rno-miR-223-3p with sequence UGUCAGUUUGUCAAAUACCCC. The protein sequence of the target gene is MGSCARLLLLWGCTVVAAGLSGVAGVSSRCEKACNPRMGNLALGRKLWADTTCGQNATELYCFYSENTDLTCRQPKCDKCNAAYPHLAHLPSAMADSSFRFPRTWWQSAEDVHREKIQLDLEAEFYFTHLIVMFKSPRPAAMVLDRSQDFGKTWKPYKYFATNCSATFGLEDDVVKKGAICTSKYSSPFPCTGGEVIFKALSPPYDTENPYSAKVQEQLKITNLRVQLLKRQSCPCQRNDLNEEPQHFTHYAIYDFIVKGSCFCNGHADQCIPVHGFRPVKAPGTFHMVHGKCMCKHNTA.... Result: 0 (no interaction).